Dataset: Forward reaction prediction with 1.9M reactions from USPTO patents (1976-2016). Task: Predict the product of the given reaction. (1) Given the reactants [C:1]([C:3]1[CH:4]=[C:5]([N:10]2[C:14]([C:15]3[CH:20]=[CH:19][CH:18]=[C:17]([C:21]#[N:22])[CH:16]=3)=[CH:13][C:12]([C:23]([OH:25])=O)=[N:11]2)[CH:6]=[CH:7][C:8]=1[F:9])#[N:2].C(N(CC)C(C)C)(C)C.ClC1C=C(N2C(C3C=CC=C(OCCO)C=3)=CC(C([N:59]3[CH2:63][C:62](=[O:64])[NH:61][CH2:60]3)=O)=N2)C=CC=1, predict the reaction product. The product is: [C:21]([C:17]1[CH:16]=[C:15]([C:14]2[N:10]([C:5]3[CH:6]=[CH:7][C:8]([F:9])=[C:3]([C:1]#[N:2])[CH:4]=3)[N:11]=[C:12]([C:23]([N:59]3[CH2:63][C:62](=[O:64])[NH:61][CH2:60]3)=[O:25])[CH:13]=2)[CH:20]=[CH:19][CH:18]=1)#[N:22]. (2) Given the reactants [CH3:1][O:2][C:3](=[O:31])[CH:4]([C:9]1[CH:14]=[C:13]([O:15]S(C(F)(F)F)(=O)=O)[CH:12]=[C:11](OCC2C=CC=CC=2)[CH:10]=1)[CH2:5][C:6]([CH3:8])=[CH2:7].[Cl:32][C:33]1[C:38]([C:39]([F:42])([F:41])[F:40])=[CH:37][C:36](B(O)O)=[CH:35][CH:34]=1, predict the reaction product. The product is: [CH3:1][O:2][C:3](=[O:31])[CH:4]([C:9]1[CH:10]=[C:11]([C:36]2[CH:35]=[CH:34][C:33]([Cl:32])=[C:38]([C:39]([F:42])([F:41])[F:40])[CH:37]=2)[CH:12]=[C:13]([OH:15])[CH:14]=1)[CH2:5][CH:6]([CH3:7])[CH3:8]. (3) Given the reactants [F:1][CH:2]([F:37])[O:3][C:4]1[CH:9]=[CH:8][C:7]([N:10]2[CH:14]=[CH:13][C:12]([C:15]([NH:17][C:18]3[CH:23]=[CH:22][C:21]([C@@H:24]4[O:29][CH2:28][CH2:27][N:26](C(OC(C)(C)C)=O)[CH2:25]4)=[CH:20][CH:19]=3)=[O:16])=[N:11]2)=[CH:6][CH:5]=1.[ClH:38].CCOCC, predict the reaction product. The product is: [ClH:38].[F:37][CH:2]([F:1])[O:3][C:4]1[CH:9]=[CH:8][C:7]([N:10]2[CH:14]=[CH:13][C:12]([C:15]([NH:17][C:18]3[CH:23]=[CH:22][C:21]([C@@H:24]4[O:29][CH2:28][CH2:27][NH:26][CH2:25]4)=[CH:20][CH:19]=3)=[O:16])=[N:11]2)=[CH:6][CH:5]=1. (4) Given the reactants Cl[C:2]1[CH:3]=[C:4]([S:10]([N:13]([C:18]2[CH:23]=[CH:22][C:21]([CH3:24])=[CH:20][C:19]=2[CH3:25])[CH2:14][CH:15]([CH3:17])[CH3:16])(=[O:12])=[O:11])[CH:5]=[CH:6][C:7]=1[CH:8]=[CH2:9].C(P(C(C)(C)C)C1C=CC=CC=1C1C(C(C)C)=CC(C(C)C)=CC=1C(C)C)(C)(C)C.[OH-].[K+].[O:58]1CCOCC1, predict the reaction product. The product is: [CH3:25][C:19]1[CH:20]=[C:21]([CH3:24])[CH:22]=[CH:23][C:18]=1[N:13]([CH2:14][CH:15]([CH3:17])[CH3:16])[S:10]([C:4]1[CH:5]=[CH:6][C:7]([CH:8]=[CH2:9])=[C:2]([OH:58])[CH:3]=1)(=[O:12])=[O:11]. (5) Given the reactants [N:1]1([C:7]([O:9][CH2:10][C:11]2[CH:16]=[CH:15][CH:14]=[CH:13][CH:12]=2)=[O:8])[CH2:6][CH2:5][NH:4][CH2:3][CH2:2]1.C([O-])([O-])=O.[K+].[K+].Br[CH2:24][CH2:25][Cl:26], predict the reaction product. The product is: [Cl:26][CH2:25][CH2:24][N:4]1[CH2:5][CH2:6][N:1]([C:7]([O:9][CH2:10][C:11]2[CH:16]=[CH:15][CH:14]=[CH:13][CH:12]=2)=[O:8])[CH2:2][CH2:3]1.